Dataset: Full USPTO retrosynthesis dataset with 1.9M reactions from patents (1976-2016). Task: Predict the reactants needed to synthesize the given product. (1) The reactants are: Cl.Cl[CH2:3][CH2:4][NH:5][CH2:6][CH2:7]Cl.[C:9]1([NH2:19])[C:18]2[CH2:17][CH2:16][CH2:15][CH2:14][C:13]=2[CH:12]=[CH:11][CH:10]=1. Given the product [C:9]1([N:19]2[CH2:7][CH2:6][NH:5][CH2:4][CH2:3]2)[C:18]2[CH2:17][CH2:16][CH2:15][CH2:14][C:13]=2[CH:12]=[CH:11][CH:10]=1, predict the reactants needed to synthesize it. (2) Given the product [OH:2][CH2:1][C:3]1[N:7]([CH3:8])[C:6]([C:9]([O:11][CH2:12][CH3:13])=[O:10])=[CH:5][C:4]=1[CH3:14], predict the reactants needed to synthesize it. The reactants are: [CH:1]([C:3]1[N:7]([CH3:8])[C:6]([C:9]([O:11][CH2:12][CH3:13])=[O:10])=[CH:5][C:4]=1[CH3:14])=[O:2].CO.[BH4-].[Na+].[Cl-].[NH4+]. (3) Given the product [S:20]([N:8]([C:9]1[CH:14]=[CH:13][CH:12]=[CH:11][C:10]=1[CH2:15][C:16]([O:18][CH3:19])=[O:17])[CH2:7][C:6]([OH:31])=[O:5])(=[O:30])(=[O:29])[NH2:21], predict the reactants needed to synthesize it. The reactants are: C([O:5][C:6](=[O:31])[CH2:7][N:8]([S:20](=[O:30])(=[O:29])[NH:21]C(OC(C)(C)C)=O)[C:9]1[CH:14]=[CH:13][CH:12]=[CH:11][C:10]=1[CH2:15][C:16]([O:18][CH3:19])=[O:17])(C)(C)C. (4) Given the product [Cl:1][C:2]1[CH:3]=[C:4]([C:9]2([C:21]([F:22])([F:24])[F:23])[O:13][N:12]=[C:11]([C:14]3[CH:15]=[C:16]([NH:17][NH2:25])[CH:18]=[CH:19][CH:20]=3)[CH2:10]2)[CH:5]=[C:6]([Cl:8])[CH:7]=1, predict the reactants needed to synthesize it. The reactants are: [Cl:1][C:2]1[CH:3]=[C:4]([C:9]2([C:21]([F:24])([F:23])[F:22])[O:13][N:12]=[C:11]([C:14]3[CH:15]=[C:16]([CH:18]=[CH:19][CH:20]=3)[NH2:17])[CH2:10]2)[CH:5]=[C:6]([Cl:8])[CH:7]=1.[N:25]([O-])=O.[Na+].[Sn](Cl)Cl.[OH-].[Na+]. (5) Given the product [F:23][C:24]([F:37])([F:36])[S:25]([O:1][C:2]1[N:3]=[C:4]2[CH:12]=[C:11]([CH2:13][CH2:14][C:15]3[S:16][CH:17]=[C:18]([CH:20]([CH3:22])[CH3:21])[N:19]=3)[CH:10]=[CH:9][N:5]2[C:6](=[O:8])[CH:7]=1)(=[O:27])=[O:26], predict the reactants needed to synthesize it. The reactants are: [OH:1][C:2]1[N:3]=[C:4]2[CH:12]=[C:11]([CH2:13][CH2:14][C:15]3[S:16][CH:17]=[C:18]([CH:20]([CH3:22])[CH3:21])[N:19]=3)[CH:10]=[CH:9][N:5]2[C:6](=[O:8])[CH:7]=1.[F:23][C:24]([F:37])([F:36])[S:25](O[S:25]([C:24]([F:37])([F:36])[F:23])(=[O:27])=[O:26])(=[O:27])=[O:26].Cl. (6) Given the product [Si:13]([O:1][C@H:2]1[CH2:6][NH:5][C:4](=[O:7])[CH2:3]1)([C:16]([CH3:19])([CH3:18])[CH3:17])([CH3:15])[CH3:14], predict the reactants needed to synthesize it. The reactants are: [OH:1][CH:2]1[CH2:6][NH:5][C:4](=[O:7])[CH2:3]1.N1C=CN=C1.[Si:13](Cl)([C:16]([CH3:19])([CH3:18])[CH3:17])([CH3:15])[CH3:14].O. (7) Given the product [Cl:1][C:2]1[CH:32]=[CH:31][CH:30]=[C:29]([Cl:33])[C:3]=1[C:4]([NH:6][C@H:7]([C:26]([O:28][CH2:56][CH2:55][N:49]1[CH2:54][CH2:53][O:52][CH2:51][CH2:50]1)=[O:27])[CH2:8][C:9]1[CH:14]=[CH:13][C:12]([O:15][CH2:16][CH2:17][CH2:18][NH:19][C:20]2[CH:25]=[CH:24][CH:23]=[CH:22][N:21]=2)=[CH:11][CH:10]=1)=[O:5], predict the reactants needed to synthesize it. The reactants are: [Cl:1][C:2]1[CH:32]=[CH:31][CH:30]=[C:29]([Cl:33])[C:3]=1[C:4]([NH:6][C@H:7]([C:26]([OH:28])=[O:27])[CH2:8][C:9]1[CH:14]=[CH:13][C:12]([O:15][CH2:16][CH2:17][CH2:18][NH:19][C:20]2[CH:25]=[CH:24][CH:23]=[CH:22][N:21]=2)=[CH:11][CH:10]=1)=[O:5].C1CCC(N=C=NC2CCCCC2)CC1.[N:49]1([CH2:55][CH2:56]O)[CH2:54][CH2:53][O:52][CH2:51][CH2:50]1. (8) Given the product [F:20][C:21]1[CH:22]=[C:23]([CH2:28][C:29]([NH:1][N:2]2[N:11]=[C:10]([S:12][C:13]3[CH:14]=[CH:15][CH:16]=[CH:17][CH:18]=3)[C:9]3[C:4](=[CH:5][CH:6]=[CH:7][CH:8]=3)[C:3]2=[O:19])=[O:30])[CH:24]=[C:25]([F:27])[CH:26]=1, predict the reactants needed to synthesize it. The reactants are: [NH2:1][N:2]1[N:11]=[C:10]([S:12][C:13]2[CH:18]=[CH:17][CH:16]=[CH:15][CH:14]=2)[C:9]2[C:4](=[CH:5][CH:6]=[CH:7][CH:8]=2)[C:3]1=[O:19].[F:20][C:21]1[CH:22]=[C:23]([CH2:28][C:29](O)=[O:30])[CH:24]=[C:25]([F:27])[CH:26]=1. (9) Given the product [OH:15][C:13]1([CH:16]2[CH2:21][CH2:20][CH2:19][CH2:18][N:17]2[C:22]([O:24][C:25]([CH3:28])([CH3:27])[CH3:26])=[O:23])[CH2:12][NH:11][CH2:14]1, predict the reactants needed to synthesize it. The reactants are: C(OC([N:11]1[CH2:14][C:13]([CH:16]2[CH2:21][CH2:20][CH2:19][CH2:18][N:17]2[C:22]([O:24][C:25]([CH3:28])([CH3:27])[CH3:26])=[O:23])([OH:15])[CH2:12]1)=O)C1C=CC=CC=1.